From a dataset of Full USPTO retrosynthesis dataset with 1.9M reactions from patents (1976-2016). Predict the reactants needed to synthesize the given product. (1) Given the product [Cl:12][C:9]1[CH:8]=[CH:7][N:6]2[C:2]([C:17]3[CH:18]=[CH:19][C:14]([F:13])=[C:15]([C:23]4[CH:24]=[N:25][CH:26]=[CH:27][CH:28]=4)[CH:16]=3)=[CH:3][N:4]=[C:5]2[C:10]=1[F:11], predict the reactants needed to synthesize it. The reactants are: Br[C:2]1[N:6]2[CH:7]=[CH:8][C:9]([Cl:12])=[C:10]([F:11])[C:5]2=[N:4][CH:3]=1.[F:13][C:14]1[CH:19]=[CH:18][C:17](B(O)O)=[CH:16][C:15]=1[C:23]1[CH:24]=[N:25][CH:26]=[CH:27][CH:28]=1. (2) Given the product [CH3:26][N:23]1[C:24]2[C:20](=[CH:19][CH:18]=[C:17]([N:12]3[CH:13]=[CH:14][C:9]([C:6]4[CH:7]=[CH:8][C:3]([S:2][CH3:1])=[CH:4][CH:5]=4)=[CH:10][C:11]3=[O:15])[CH:25]=2)[C:21]2[CH2:30][CH2:29][N:28]([C:31]([O:33][C:34]([CH3:37])([CH3:36])[CH3:35])=[O:32])[CH2:27][C:22]1=2, predict the reactants needed to synthesize it. The reactants are: [CH3:1][S:2][C:3]1[CH:8]=[CH:7][C:6]([C:9]2[CH:14]=[CH:13][NH:12][C:11](=[O:15])[CH:10]=2)=[CH:5][CH:4]=1.Br[C:17]1[CH:25]=[C:24]2[C:20]([C:21]3[CH2:30][CH2:29][N:28]([C:31]([O:33][C:34]([CH3:37])([CH3:36])[CH3:35])=[O:32])[CH2:27][C:22]=3[N:23]2[CH3:26])=[CH:19][CH:18]=1.OC1C=CC=C2C=1N=CC=C2.C([O-])([O-])=O.[Cs+].[Cs+].